Dataset: Full USPTO retrosynthesis dataset with 1.9M reactions from patents (1976-2016). Task: Predict the reactants needed to synthesize the given product. (1) Given the product [CH2:14]([NH:21][C:9]1[N:8]=[C:7]([NH2:12])[N:6]=[C:5]2[N:4]([CH3:13])[N:3]=[C:2]([Br:1])[C:10]=12)[C:15]1[CH:20]=[CH:19][CH:18]=[CH:17][CH:16]=1, predict the reactants needed to synthesize it. The reactants are: [Br:1][C:2]1[C:10]2[C:5](=[N:6][C:7]([NH2:12])=[N:8][C:9]=2Cl)[N:4]([CH3:13])[N:3]=1.[CH2:14]([NH2:21])[C:15]1[CH:20]=[CH:19][CH:18]=[CH:17][CH:16]=1. (2) Given the product [CH3:23][O:22][C:21]1[C:12]([NH:11][C:2]2[C:3]3[CH:10]=[CH:9][NH:8][C:4]=3[N:5]=[CH:6][N:7]=2)=[CH:13][C:14]2[S:18][C:17](=[O:19])[NH:16][C:15]=2[CH:20]=1, predict the reactants needed to synthesize it. The reactants are: Cl[C:2]1[C:3]2[CH:10]=[CH:9][NH:8][C:4]=2[N:5]=[CH:6][N:7]=1.[NH2:11][C:12]1[C:21]([O:22][CH3:23])=[CH:20][C:15]2[NH:16][C:17](=[O:19])[S:18][C:14]=2[CH:13]=1. (3) Given the product [N:1]1[CH:6]=[CH:5][CH:4]=[C:3]([O:7][C:8]2[N:13]=[CH:12][C:11]([NH:14][C:24]([C:17]3[C:18]4[C:23](=[CH:22][CH:21]=[CH:20][CH:19]=4)[NH:15][CH:16]=3)=[O:25])=[CH:10][CH:9]=2)[CH:2]=1, predict the reactants needed to synthesize it. The reactants are: [N:1]1[CH:6]=[CH:5][CH:4]=[C:3]([O:7][C:8]2[N:13]=[CH:12][C:11]([NH2:14])=[CH:10][CH:9]=2)[CH:2]=1.[NH:15]1[C:23]2[C:18](=[CH:19][CH:20]=[CH:21][CH:22]=2)[C:17]([C:24](O)=[O:25])=[CH:16]1.C1CCC(N=C=NC2CCCCC2)CC1.